Dataset: Reaction yield outcomes from USPTO patents with 853,638 reactions. Task: Predict the reaction yield, written as a fraction of the theoretical maximum amount of product (1.0 means a 100% yield; for example, 0.34 means a 34% yield). The reactants are O[CH:2]1[C:11]2[N:10]=[CH:9][CH:8]=[C:7]([O:12][CH3:13])[C:6]=2[CH2:5][CH2:4][CH2:3]1.[NH2:14]C1C2N=CC=CC=2CCC1. No catalyst specified. The product is [NH2:14][CH:2]1[C:11]2[N:10]=[CH:9][CH:8]=[C:7]([O:12][CH3:13])[C:6]=2[CH2:5][CH2:4][CH2:3]1. The yield is 0.680.